This data is from Forward reaction prediction with 1.9M reactions from USPTO patents (1976-2016). The task is: Predict the product of the given reaction. (1) Given the reactants [Br:1][C:2]1[C:7]2=[N:8][C:9]([C:12]([OH:14])=O)=[CH:10][N:11]=[C:6]2[CH:5]=[N:4][CH:3]=1.C(Cl)(=O)C(Cl)=O.[C:21]1([CH2:27][NH2:28])[CH:26]=[CH:25][CH:24]=[CH:23][CH:22]=1.C(N(CC)CC)C, predict the reaction product. The product is: [CH2:27]([NH:28][C:12]([C:9]1[N:8]=[C:7]2[C:2]([Br:1])=[CH:3][N:4]=[CH:5][C:6]2=[N:11][CH:10]=1)=[O:14])[C:21]1[CH:26]=[CH:25][CH:24]=[CH:23][CH:22]=1. (2) Given the reactants [Br:1][CH:2]1[CH2:10][C:9]2[C:4](=[CH:5][C:6]([O:11][CH3:12])=[CH:7][CH:8]=2)[C:3]1=[O:13].[BH4-].[Na+].O, predict the reaction product. The product is: [Br:1][CH:2]1[CH2:10][C:9]2[C:4](=[CH:5][C:6]([O:11][CH3:12])=[CH:7][CH:8]=2)[CH:3]1[OH:13]. (3) Given the reactants CCN(C(C)C)C(C)C.[C:10]1([C:19]2[CH:24]=[CH:23][CH:22]=[CH:21][CH:20]=2)[CH:15]=[CH:14][C:13]([C:16]([OH:18])=O)=[CH:12][CH:11]=1.C1C=CC2N(O)N=NC=2C=1.CCN=C=NCCCN(C)C.Cl.[CH3:47][O:48][C:49](=[O:53])[CH2:50][NH:51][CH3:52], predict the reaction product. The product is: [CH3:47][O:48][C:49](=[O:53])[CH2:50][N:51]([C:16]([C:13]1[CH:12]=[CH:11][C:10]([C:19]2[CH:24]=[CH:23][CH:22]=[CH:21][CH:20]=2)=[CH:15][CH:14]=1)=[O:18])[CH3:52].